From a dataset of Forward reaction prediction with 1.9M reactions from USPTO patents (1976-2016). Predict the product of the given reaction. (1) Given the reactants [O:1]=[C:2]1[C:11]2[C:6](=[CH:7][CH:8]=[CH:9][CH:10]=2)[N:5]=[C:4]([CH2:12][CH2:13][CH2:14][C:15]([OH:17])=O)[NH:3]1.[CH3:18][O:19][C:20]1[CH:21]=[CH:22][C:23]2[NH:27][C:26](=[O:28])[N:25]([CH:29]3[CH2:34][CH2:33][NH:32][CH2:31][CH2:30]3)[C:24]=2[CH:35]=1, predict the reaction product. The product is: [CH3:18][O:19][C:20]1[CH:21]=[CH:22][C:23]2[NH:27][C:26](=[O:28])[N:25]([CH:29]3[CH2:34][CH2:33][N:32]([C:15](=[O:17])[CH2:14][CH2:13][CH2:12][C:4]4[NH:3][C:2](=[O:1])[C:11]5[C:6](=[CH:7][CH:8]=[CH:9][CH:10]=5)[N:5]=4)[CH2:31][CH2:30]3)[C:24]=2[CH:35]=1. (2) Given the reactants Cl.[CH3:2][C:3]([CH3:7])=[CH:4][CH2:5][NH2:6].[S:8](=[O:12])(=[O:11])([OH:10])[OH:9], predict the reaction product. The product is: [S:8]([O:12][C:3]([CH3:7])([CH2:4][CH2:5][NH2:6])[CH3:2])([OH:11])(=[O:10])=[O:9].